From a dataset of Reaction yield outcomes from USPTO patents with 853,638 reactions. Predict the reaction yield, written as a fraction of the theoretical maximum amount of product (1.0 means a 100% yield; for example, 0.34 means a 34% yield). (1) The reactants are [NH2:1][C:2]1[CH:24]=[CH:23][C:5]([C:6]([NH:8][CH2:9][C:10]2[S:11][C:12]([CH2:15][C:16]3[CH:21]=[CH:20][CH:19]=[C:18]([Cl:22])[CH:17]=3)=[CH:13][CH:14]=2)=[O:7])=[CH:4][N:3]=1.CC[C@@H]([C@H](NCN[C:36]([O:38][CH2:39]C)=O)C(O)=O)C.C=O.C(OCC)(=O)C. The catalyst is CO. The product is [Cl:22][C:18]1[CH:17]=[C:16]([CH:21]=[CH:20][CH:19]=1)[CH2:15][C:12]1[S:11][C:10]([CH2:9][NH:8][C:6](=[O:7])[C:5]2[CH:23]=[CH:24][C:2]([NH:1][CH2:36][O:38][CH3:39])=[N:3][CH:4]=2)=[CH:14][CH:13]=1. The yield is 0.540. (2) The reactants are [C:1]([O:5][C:6]([NH:8][CH:9]([C:11]1[C:12]([O:28][CH3:29])=[C:13]([C:19]2[N:24]=[C:23]([C:25](O)=[O:26])[CH:22]=[CH:21][CH:20]=2)[C:14]([CH3:18])=[C:15]([Cl:17])[CH:16]=1)[CH3:10])=[O:7])([CH3:4])([CH3:3])[CH3:2].C[CH2:31][N:32](C(C)C)[CH:33](C)C.F[P-](F)(F)(F)(F)F.C[N+](C)=C(N(C)C)ON1C2N=CC=CC=2N=N1.Cl.CNC. The catalyst is CCOC(C)=O.CN(C=O)C. The product is [Cl:17][C:15]1[C:14]([CH3:18])=[C:13]([C:19]2[CH:20]=[CH:21][CH:22]=[C:23]([C:25]([N:32]([CH3:33])[CH3:31])=[O:26])[N:24]=2)[C:12]([O:28][CH3:29])=[C:11]([CH:9]([NH:8][C:6](=[O:7])[O:5][C:1]([CH3:4])([CH3:2])[CH3:3])[CH3:10])[CH:16]=1. The yield is 0.830.